This data is from Reaction yield outcomes from USPTO patents with 853,638 reactions. The task is: Predict the reaction yield, written as a fraction of the theoretical maximum amount of product (1.0 means a 100% yield; for example, 0.34 means a 34% yield). (1) The reactants are [Br:1][C:2]1[C:3]([O:11][C:12]2[CH:17]=[CH:16][C:15]([F:18])=[CH:14][C:13]=2[F:19])=[N:4][CH:5]=[C:6]([CH:10]=1)[C:7](O)=[O:8].CO. The catalyst is O1CCCC1. The product is [Br:1][C:2]1[CH:10]=[C:6]([CH2:7][OH:8])[CH:5]=[N:4][C:3]=1[O:11][C:12]1[CH:17]=[CH:16][C:15]([F:18])=[CH:14][C:13]=1[F:19]. The yield is 0.760. (2) The reactants are Br[C:2]1[C:10]2[O:9][C:8]([C:11]3[CH:16]=[CH:15][C:14]([O:17][CH3:18])=[CH:13][CH:12]=3)=[N:7][C:6]=2[CH:5]=[C:4]([O:19][CH3:20])[CH:3]=1.C([Sn](CCCC)(CCCC)[C:26]1[O:27][CH:28]=[CH:29][CH:30]=1)CCC. The catalyst is CC1C=CC(C)=CC=1.[Cl-].[NH4+].CC1C=CC=CC=1[P](C1C=CC=CC=1C)([Pd](Cl)(Cl)[P](C1=C(C)C=CC=C1)(C1C=CC=CC=1C)C1C=CC=CC=1C)C1C=CC=CC=1C. The product is [O:27]1[CH:28]=[CH:29][CH:30]=[C:26]1[C:2]1[C:10]2[O:9][C:8]([C:11]3[CH:16]=[CH:15][C:14]([O:17][CH3:18])=[CH:13][CH:12]=3)=[N:7][C:6]=2[CH:5]=[C:4]([O:19][CH3:20])[CH:3]=1. The yield is 0.990.